Dataset: Peptide-MHC class II binding affinity with 134,281 pairs from IEDB. Task: Regression. Given a peptide amino acid sequence and an MHC pseudo amino acid sequence, predict their binding affinity value. This is MHC class II binding data. The peptide sequence is QLYSKFLLKAEPLAF. The MHC is HLA-DPA10201-DPB10101 with pseudo-sequence HLA-DPA10201-DPB10101. The binding affinity (normalized) is 0.382.